Predict the product of the given reaction. From a dataset of Forward reaction prediction with 1.9M reactions from USPTO patents (1976-2016). The product is: [NH2:39][C:37](=[O:38])[C:36]([N:22]1[CH2:23][CH2:24][C@H:19]([C:17]([N:16]([C@@H:14]([C:6]2[CH:7]=[C:8]([C:10]([F:12])([F:13])[F:11])[CH:9]=[C:4]([C:3]([F:2])([F:34])[F:35])[CH:5]=2)[CH3:15])[CH3:33])=[O:18])[C@@H:20]([C:25]2[CH:30]=[CH:29][C:28]([F:31])=[CH:27][C:26]=2[CH3:32])[CH2:21]1)=[O:40]. Given the reactants Cl.[F:2][C:3]([F:35])([F:34])[C:4]1[CH:5]=[C:6]([C@H:14]([N:16]([CH3:33])[C:17]([C@H:19]2[CH2:24][CH2:23][NH:22][CH2:21][C@@H:20]2[C:25]2[CH:30]=[CH:29][C:28]([F:31])=[CH:27][C:26]=2[CH3:32])=[O:18])[CH3:15])[CH:7]=[C:8]([C:10]([F:13])([F:12])[F:11])[CH:9]=1.[C:36](O)(=[O:40])[C:37]([NH2:39])=[O:38].CCN=C=NCCCN(C)C.Cl.C1C=CC2N(O)N=NC=2C=1, predict the reaction product.